From a dataset of Forward reaction prediction with 1.9M reactions from USPTO patents (1976-2016). Predict the product of the given reaction. (1) Given the reactants [OH:1][CH2:2][C:3]1[CH:4]=[C:5]([CH:11]=[CH:12][N:13]=1)[C:6]([O:8][CH2:9][CH3:10])=[O:7].[O:14]1[CH:19]=[CH:18][CH2:17][CH2:16][CH2:15]1.C1(C)C=CC(S([O-])(=O)=O)=CC=1.[NH+]1C=CC=CC=1.C(OCC)(=O)C, predict the reaction product. The product is: [O:14]1[CH2:19][CH2:18][CH2:17][CH2:16][CH:15]1[O:1][CH2:2][C:3]1[CH:4]=[C:5]([CH:11]=[CH:12][N:13]=1)[C:6]([O:8][CH2:9][CH3:10])=[O:7]. (2) Given the reactants CN(C)[CH:3]=[O:4].[NH:6]1[CH:10]=[C:9]([CH2:11][CH2:12][C:13]([OH:15])=[O:14])[C:8]2[CH2:16][CH2:17][CH2:18][CH2:19][CH2:20][C:7]1=2.P(Cl)(Cl)(Cl)=O.Cl, predict the reaction product. The product is: [CH:3]([C:10]1[NH:6][C:7]2[CH2:20][CH2:19][CH2:18][CH2:17][CH2:16][C:8]=2[C:9]=1[CH2:11][CH2:12][C:13]([OH:15])=[O:14])=[O:4]. (3) Given the reactants [Cl:1][C:2]1[C:11]2[C:10](=[O:12])[N:9](CC3C=CC(OC)=CC=3)[CH:8]=[N:7][C:6]=2[N:5]([CH3:22])[C:4](=[O:23])[C:3]=1[CH3:24], predict the reaction product. The product is: [Cl:1][C:2]1[C:11]2[C:10](=[O:12])[NH:9][CH:8]=[N:7][C:6]=2[N:5]([CH3:22])[C:4](=[O:23])[C:3]=1[CH3:24]. (4) Given the reactants [CH3:1][NH:2][C:3]1[C:4]([NH2:12])=[CH:5][C:6]([N+:9]([O-:11])=[O:10])=[CH:7][CH:8]=1.[CH:13]([N:16]=[C:17]=S)([CH3:15])[CH3:14].CC1C=CC(S([O-])(=O)=O)=CC=1.C[N+]1(CCN=C=NC2CCCCC2)CCOCC1, predict the reaction product. The product is: [CH:13]([NH:16][C:17]1[N:2]([CH3:1])[C:3]2[CH:8]=[CH:7][C:6]([N+:9]([O-:11])=[O:10])=[CH:5][C:4]=2[N:12]=1)([CH3:15])[CH3:14]. (5) Given the reactants [CH2:1]([O:8][NH:9][C@H:10]1[CH2:15][N:14]([C:16]([O:18][C:19]([CH3:22])([CH3:21])[CH3:20])=[O:17])[C@H:13]([C:23]([OH:25])=[O:24])[CH2:12][CH2:11]1)[C:2]1[CH:7]=[CH:6][CH:5]=[CH:4][CH:3]=1.[C:26]([C:28]1[CH:33]=[CH:32][C:31](O)=[CH:30][CH:29]=1)#[N:27].Cl.C(N=C=NCCCN(C)C)C, predict the reaction product. The product is: [CH2:1]([O:8][NH:9][C@H:10]1[CH2:15][N:14]([C:16]([O:18][C:19]([CH3:21])([CH3:22])[CH3:20])=[O:17])[C@H:13]([C:23]([O:25][C:31]2[CH:32]=[CH:33][C:28]([C:26]#[N:27])=[CH:29][CH:30]=2)=[O:24])[CH2:12][CH2:11]1)[C:2]1[CH:3]=[CH:4][CH:5]=[CH:6][CH:7]=1. (6) Given the reactants [C:1](=O)([O-])[O-].[Na+].[Na+].CC1(C)C(C)(C)OB([CH:15]([C:19]2[CH:24]=[CH:23][CH:22]=[CH:21][CH:20]=2)[C:16]([O-:18])=[O:17])O1.Cl[C:27]1[CH:32]=[CH:31][C:30]([OH:33])=[CH:29][N:28]=1, predict the reaction product. The product is: [CH3:1][O:18][C:16](=[O:17])[CH2:15][C:19]1[CH:20]=[CH:21][C:22]([C:27]2[CH:32]=[CH:31][C:30]([OH:33])=[CH:29][N:28]=2)=[CH:23][CH:24]=1.